Predict the reaction yield, written as a fraction of the theoretical maximum amount of product (1.0 means a 100% yield; for example, 0.34 means a 34% yield). From a dataset of Reaction yield outcomes from USPTO patents with 853,638 reactions. (1) The reactants are [OH-].[K+].[C:3]([C:6]1[NH:7][CH:8]=[CH:9][CH:10]=1)(=[O:5])[CH3:4].[Br:11][C:12]1[CH:19]=[C:18]([Cl:20])[CH:17]=[CH:16][C:13]=1[CH2:14]Br.[Cl-].[Na+]. The catalyst is CS(C)=O. The product is [Br:11][C:12]1[CH:19]=[C:18]([Cl:20])[CH:17]=[CH:16][C:13]=1[CH2:14][N:7]1[CH:8]=[CH:9][CH:10]=[C:6]1[C:3](=[O:5])[CH3:4]. The yield is 1.00. (2) The reactants are [OH-].[K+].[CH3:3][C:4]1([CH3:30])[CH2:8][O:7][C:6]([C:9]2[CH:14]=[CH:13][C:12]([C:15]([OH:29])([C:23]3[CH:28]=[CH:27][CH:26]=[CH:25][CH:24]=3)[C:16]3[CH:17]=[C:18]([OH:22])[CH:19]=[CH:20][CH:21]=3)=[CH:11][CH:10]=2)=[N:5]1.[C:31]([O:35][C:36](=[O:42])[NH:37][CH2:38][CH2:39][CH2:40]Br)([CH3:34])([CH3:33])[CH3:32]. The catalyst is CS(C)=O. The product is [C:31]([O:35][C:36](=[O:42])[NH:37][CH2:38][CH2:39][CH2:40][O:22][C:18]1[CH:19]=[CH:20][CH:21]=[C:16]([C:15]([C:12]2[CH:11]=[CH:10][C:9]([C:6]3[O:7][CH2:8][C:4]([CH3:30])([CH3:3])[N:5]=3)=[CH:14][CH:13]=2)([OH:29])[C:23]2[CH:24]=[CH:25][CH:26]=[CH:27][CH:28]=2)[CH:17]=1)([CH3:34])([CH3:33])[CH3:32]. The yield is 1.00. (3) The reactants are [CH2:1]1[C:10]2[C:5](=[CH:6][CH:7]=[N:8][CH:9]=2)[CH2:4][CH2:3][NH:2]1.[CH3:11][C:12]([O:15][C:16](O[C:16]([O:15][C:12]([CH3:14])([CH3:13])[CH3:11])=[O:17])=[O:17])([CH3:14])[CH3:13]. The catalyst is CN(C1C=CN=CC=1)C.CC#N. The product is [CH2:9]1[C:10]2[C:5](=[CH:4][CH:3]=[N:2][CH:1]=2)[CH2:6][CH2:7][N:8]1[C:16]([O:15][C:12]([CH3:14])([CH3:13])[CH3:11])=[O:17]. The yield is 0.460. (4) The product is [OH:18][CH2:19][C@H:20]1[C@@:24]([CH3:26])([OH:25])[CH:23]=[CH:22][CH2:21]1. The catalyst is C1COCC1. The reactants are [Si]([O:18][CH2:19][C@H:20]1[C@@:24]([CH3:26])([OH:25])[CH:23]=[CH:22][CH2:21]1)(C(C)(C)C)(C1C=CC=CC=1)C1C=CC=CC=1.[F-].C([N+](CCCC)(CCCC)CCCC)CCC. The yield is 0.920. (5) No catalyst specified. The product is [CH:25]1([NH:24][C:22](=[O:23])[CH2:21][CH:18]2[C:14]3[CH:15]=[N:16][CH:17]=[C:12]([C:4]4[CH:5]=[CH:6][C:7]([C:8]([F:11])([F:9])[F:10])=[C:2]([F:1])[CH:3]=4)[C:13]=3[CH2:20][CH2:19]2)[CH2:27][CH2:26]1. The reactants are [F:1][C:2]1[CH:3]=[C:4]([C:12]2[C:13]3[CH2:20][CH2:19][CH:18]([CH2:21][C:22]([NH:24][CH3:25])=[O:23])[C:14]=3[CH:15]=[N:16][CH:17]=2)[CH:5]=[CH:6][C:7]=1[C:8]([F:11])([F:10])[F:9].[CH:26]1(N)C[CH2:27]1. The yield is 0.210. (6) The reactants are [Cl:1][C:2]1[CH:3]=[C:4]([CH:14]=[C:15]([Cl:29])[C:16]=1[O:17][C:18]1[CH:23]=[CH:22][C:21]([O:24]C)=[C:20]([CH:26]([CH3:28])[CH3:27])[CH:19]=1)[CH2:5][P:6](=[O:13])([O:10]CC)[O:7]CC.Br[Si](C)(C)C.B(Br)(Br)Br. The catalyst is C(Cl)Cl. The product is [Cl:29][C:15]1[CH:14]=[C:4]([CH:3]=[C:2]([Cl:1])[C:16]=1[O:17][C:18]1[CH:23]=[CH:22][C:21]([OH:24])=[C:20]([CH:26]([CH3:27])[CH3:28])[CH:19]=1)[CH2:5][P:6](=[O:7])([OH:10])[OH:13]. The yield is 0.400. (7) The reactants are [CH:1]1[C:14]2[C:13](=[O:15])[C:12]3[C:7](=[CH:8][CH:9]=[CH:10][CH:11]=3)[O:6][C:5]=2[CH:4]=[CH:3][CH:2]=1.C[O:17][CH3:18].Cl[C:20]([CH3:24])([CH3:23])[C:21]#C.[C:25]([O-:28])([O-])=O.[Cs+].[Cs+].Cl.CN([CH:35]=[O:36])C. No catalyst specified. The product is [CH3:35][O:36][C:11]1[C:12]2[C:13](=[O:15])[C:14]3[C:5](=[C:4]([O:28][CH3:25])[CH:3]=[CH:2][CH:1]=3)[O:6][C:7]=2[CH:8]=[C:9]([O:17][C:18]#[C:21][CH:20]([CH3:24])[CH3:23])[CH:10]=1. The yield is 0.750. (8) The reactants are C1([C@H](NCC2C=CC=C(C(C)(C)C)C=2O)[C@@H](NCC2C=CC=C(C(C)(C)C)C=2[OH:27])C2C=CC=CC=2)C=CC=CC=1.[Cl:41][C:42]1[CH:43]=[C:44]2[C:48](=[CH:49][CH:50]=1)[C:47](=[O:51])[CH:46]([C:52]([O:54][CH3:55])=[O:53])[CH2:45]2.C(OO)(C)(C)C. The catalyst is C1(C)C=CC=CC=1. The product is [Cl:41][C:42]1[CH:43]=[C:44]2[C:48](=[CH:49][CH:50]=1)[C:47](=[O:51])[C:46]([OH:27])([C:52]([O:54][CH3:55])=[O:53])[CH2:45]2. The yield is 0.850. (9) The reactants are C([O:5][C:6]1[N:11]=[C:10]([CH2:12][CH2:13][N:14]2[CH2:19][CH2:18][C:17]([CH2:21][O:22][C:23]3[CH:28]=[CH:27][CH:26]=[CH:25][C:24]=3[F:29])([OH:20])[CH2:16][CH2:15]2)[CH:9]=[N:8][CH:7]=1)(C)(C)C.C(=O)(O)[O-].[Na+].ClCCl. The catalyst is C(OCC)(=O)C.Cl.C(OCC)(=O)C. The product is [OH:20][C:17]1([CH2:21][O:22][C:23]2[CH:28]=[CH:27][CH:26]=[CH:25][C:24]=2[F:29])[CH2:18][CH2:19][N:14]([CH2:13][CH2:12][C:10]2[NH:11][C:6](=[O:5])[CH:7]=[N:8][CH:9]=2)[CH2:15][CH2:16]1. The yield is 0.790. (10) The yield is 0.510. The catalyst is C1C=CC(/C=C/C(/C=C/C2C=CC=CC=2)=O)=CC=1.C1C=CC(/C=C/C(/C=C/C2C=CC=CC=2)=O)=CC=1.C1C=CC(/C=C/C(/C=C/C2C=CC=CC=2)=O)=CC=1.[Pd].[Pd]. The reactants are [CH3:1][O:2][C:3]([C:5]1[S:9][C:8]2[CH:10]=[C:11](Br)[CH:12]=[CH:13][C:7]=2[C:6]=1[O:15][CH2:16][C:17]([O:19][CH2:20][CH3:21])=[O:18])=[O:4].[CH3:22][N:23]([CH3:33])[C:24]1[CH:29]=[CH:28][C:27](B(O)O)=[CH:26][CH:25]=1.[F-].[K+]. The product is [CH3:1][O:2][C:3]([C:5]1[S:9][C:8]2[CH:10]=[C:11]([C:27]3[CH:28]=[CH:29][C:24]([N:23]([CH3:33])[CH3:22])=[CH:25][CH:26]=3)[CH:12]=[CH:13][C:7]=2[C:6]=1[O:15][CH2:16][C:17]([O:19][CH2:20][CH3:21])=[O:18])=[O:4].